From a dataset of Full USPTO retrosynthesis dataset with 1.9M reactions from patents (1976-2016). Predict the reactants needed to synthesize the given product. Given the product [F:40][C:25]1[C:26]2[NH:30][C:2]3[C:10]4[C:5]([CH2:4][C:3]=3[C:27]=2[CH:28]=[CH:29][C:24]=1[C:21]1[CH:22]=[CH:23][C:18]([F:17])=[C:19]([CH3:32])[CH:20]=1)=[CH:6][C:7]([NH:11][S:12]([CH3:15])(=[O:14])=[O:13])=[CH:8][CH:9]=4, predict the reactants needed to synthesize it. The reactants are: O=[C:2]1[C:10]2[C:5](=[CH:6][C:7]([NH:11][S:12]([CH3:15])(=[O:14])=[O:13])=[CH:8][CH:9]=2)[CH2:4][CH2:3]1.Cl.[F:17][C:18]1[CH:23]=[CH:22][C:21]([C:24]2[CH:29]=[CH:28][CH:27]=[C:26]([NH:30]N)[CH:25]=2)=[CH:20][C:19]=1[CH3:32].CC1C=C(B(O)O)C=CC=1[F:40].ClC1C(F)=C(C=CC=1)N.